Task: Binary Classification. Given a miRNA mature sequence and a target amino acid sequence, predict their likelihood of interaction.. Dataset: Experimentally validated miRNA-target interactions with 360,000+ pairs, plus equal number of negative samples (1) The miRNA is hsa-miR-195-5p with sequence UAGCAGCACAGAAAUAUUGGC. The protein sequence of the target gene is MGDREQLLQRARLAEQAERYDDMASAMKAVTELNEPLSNEDRNLLSVAYKNVVGARRSSWRVISSIEQKTMADGNEKKLEKVKAYREKIEKELETVCNDVLSLLDKFLIKNCNDFQYESKVFYLKMKGDYYRYLAEVASGEKKNSVVEASEAAYKEAFEISKEQMQPTHPIRLGLALNFSVFYYEIQNAPEQACLLAKQAFDDAIAELDTLNEDSYKDSTLIMQLLRDNLTLWTSDQQDEEAGEGN. Result: 1 (interaction). (2) The miRNA is mmu-miR-340-5p with sequence UUAUAAAGCAAUGAGACUGAUU. The protein sequence of the target gene is MEPSPDAEEAHTVREALGRYEAALEGAVRALHEDMQGLQRGVERRVAEALRLAGPLARTVAELQRDNQRLQAQLERLTRQVEALGLATGVSPAPGTPSPPPAATVTDRAPRLGTARFSSHATFSLSGRSPSVEHDEASDLEVRRASNSCILENGHQLDAGPANGSSEVQTSSAQEPPRPRPVSLSLRMPHQPVTAVTRVSEKFSGETSASALSPTSAAIVGGFTPSPSEAISPWTPSPTEKSSSFTRSLSGSGYGAVTAGKRKDSPPLVTPPQSPPSSQPPAMTQAPRQGERRRELVRSQ.... Result: 1 (interaction). (3) The miRNA is hsa-miR-335-5p with sequence UCAAGAGCAAUAACGAAAAAUGU. The protein sequence of the target gene is MHTLTGFSLVSLLSFGYLSWDWAKPSFVADGPGEAGEQPSAAPPQPPHIIFILTDDQGYHDVGYHGSDIETPTLDRLAAKGVKLENYYIQPICTPSRSQLLTGRYQIHTGLQHSIIRPQQPNCLPLDQVTLPQKLQEAGYSTHMVGKWHLGFYRKECLPTRRGFDTFLGSLTGNVDYYTYDNCDGPGVCGFDLHEGENVAWGLSGQYSTMLYAQRASHILASHSPQRPLFLYVAFQAVHTPLQSPREYLYRYRTMGNVARRKYAAMVTCMDEAVRNITWALKRYGFYNNSVIIFSSDNGG.... Result: 1 (interaction). (4) The miRNA is cel-miR-39-3p with sequence UCACCGGGUGUAAAUCAGCUUG. The protein sequence of the target gene is MFLGALWLLLLLPLRPPGAQGQEADEPTPWPSVKGLKEQLRKAGALSKRYWELFSCTLWPDHCEDQETPVPPLGWSLPLWGRRSLDVLTAWLCRFQDCCSGGGDCRISNNLTGLESDLRVRLHGQHLASKLVLRAVKGYLEMPQVGKALALSFHGWSGTGKNFLARILMDNLYRDGMRSDCVKMFISTFHFPHPKYVDTYKEELQRQMQETQWRCHQSTFVFDEAEKLHPGLLELLEPYLEPRSPEARGVEAPRAIFLFLSNLGGSVINEVVLSLLKAGWSREEITTQHLEVPLQAEIME.... Result: 0 (no interaction).